Dataset: Catalyst prediction with 721,799 reactions and 888 catalyst types from USPTO. Task: Predict which catalyst facilitates the given reaction. (1) Reactant: [C:1]([CH2:6][C:7]([O:9][CH3:10])=[O:8])(=[O:5])[CH:2]([CH3:4])[CH3:3].C[O-].[Na+].CO.[Cl:16][C:17]1[C:22]([C:23](Cl)=[N:24]O)=[C:21]([Cl:27])[CH:20]=[CH:19][N:18]=1. Product: [Cl:16][C:17]1[C:22]([C:23]2[C:6]([C:7]([O:9][CH3:10])=[O:8])=[C:1]([CH:2]([CH3:4])[CH3:3])[O:5][N:24]=2)=[C:21]([Cl:27])[CH:20]=[CH:19][N:18]=1. The catalyst class is: 1. (2) Reactant: C[Si](C)(C)[O:3][C@H:4]1[C@@H:9]([O:10][Si](C)(C)C)[C@H:8]([O:15][Si](C)(C)C)[CH:7]([CH2:20][O:21][Si](C)(C)C)[O:6][C:5]1=[O:26].Br[C:30]1[CH:31]=[CH:32][C:33]([Cl:55])=[C:34]([CH:54]=1)[CH2:35][O:36][Si:37]([C:50]([CH3:53])([CH3:52])[CH3:51])([C:44]1[CH:49]=[CH:48][CH:47]=[CH:46][CH:45]=1)[C:38]1[CH:43]=[CH:42][CH:41]=[CH:40][CH:39]=1.[Li][C:57](C)(C)C.CS(O)(=O)=O. Product: [Si:37]([O:36][CH2:35][C:34]1[CH:54]=[C:30]([C:5]2([O:26][CH3:57])[C@@H:4]([OH:3])[C@@H:9]([OH:10])[C@H:8]([OH:15])[CH:7]([CH2:20][OH:21])[O:6]2)[CH:31]=[CH:32][C:33]=1[Cl:55])([C:50]([CH3:53])([CH3:52])[CH3:51])([C:44]1[CH:49]=[CH:48][CH:47]=[CH:46][CH:45]=1)[C:38]1[CH:43]=[CH:42][CH:41]=[CH:40][CH:39]=1. The catalyst class is: 83. (3) Reactant: [O:1]1[CH:5]=[C:4]([C:6]([OH:8])=O)[N:3]=[CH:2]1.CN(C(ON1N=NC2C=CC=CC1=2)=[N+](C)C)C.F[P-](F)(F)(F)(F)F.C(N(CC)C(C)C)(C)C.Cl.Cl.[CH3:44][O:45][C:46]1[N:51]=[CH:50][C:49]([N:52]2[CH2:67][CH2:66][C:55]3[N:56]=[CH:57][N:58]=[C:59]([O:60][C@H:61]4[CH2:65][CH2:64][NH:63][CH2:62]4)[C:54]=3[CH2:53]2)=[CH:48][C:47]=1[C:68]([F:71])([F:70])[F:69]. Product: [CH3:44][O:45][C:46]1[N:51]=[CH:50][C:49]([N:52]2[CH2:67][CH2:66][C:55]3[N:56]=[CH:57][N:58]=[C:59]([O:60][C@H:61]4[CH2:65][CH2:64][N:63]([C:6]([C:4]5[N:3]=[CH:2][O:1][CH:5]=5)=[O:8])[CH2:62]4)[C:54]=3[CH2:53]2)=[CH:48][C:47]=1[C:68]([F:71])([F:69])[F:70]. The catalyst class is: 3. (4) Reactant: C[O:2][C:3](=[O:40])[CH2:4][C@H:5]1[C:9]2[CH:10]=[CH:11][C:12]([O:14][C@H:15]3[C:23]4[C:18](=[C:19]([O:25][C:26]5[CH:31]=[C:30]([O:32][CH:33]6[CH2:38][CH2:37][O:36][CH2:35][CH2:34]6)[CH:29]=[CH:28][C:27]=5[F:39])[CH:20]=[CH:21][C:22]=4[F:24])[CH2:17][CH2:16]3)=[CH:13][C:8]=2[O:7][CH2:6]1.[OH-].[K+]. Product: [F:24][C:22]1[CH:21]=[CH:20][C:19]([O:25][C:26]2[CH:31]=[C:30]([O:32][CH:33]3[CH2:38][CH2:37][O:36][CH2:35][CH2:34]3)[CH:29]=[CH:28][C:27]=2[F:39])=[C:18]2[C:23]=1[C@H:15]([O:14][C:12]1[CH:11]=[CH:10][C:9]3[C@H:5]([CH2:4][C:3]([OH:40])=[O:2])[CH2:6][O:7][C:8]=3[CH:13]=1)[CH2:16][CH2:17]2. The catalyst class is: 8. (5) Product: [Cl:1][C:2]1[C:7]([NH:8][C:9]2[C:18]3[C:13](=[CH:14][C:15]([O:27][CH2:17][CH:18]([CH3:13])[CH3:9])=[CH:16][C:17]=3[O:19][CH:20]3[CH2:25][CH2:24][N:23]([CH3:26])[CH2:22][CH2:21]3)[N:12]=[CH:11][N:10]=2)=[C:6]2[O:28][CH2:29][O:30][C:5]2=[CH:4][CH:3]=1. Reactant: [Cl:1][C:2]1[C:7]([NH:8][C:9]2[C:18]3[C:13](=[CH:14][C:15]([OH:27])=[CH:16][C:17]=3[O:19][CH:20]3[CH2:25][CH2:24][N:23]([CH3:26])[CH2:22][CH2:21]3)[N:12]=[CH:11][N:10]=2)=[C:6]2[O:28][CH2:29][O:30][C:5]2=[CH:4][CH:3]=1. The catalyst class is: 619. (6) Reactant: [CH2:1]([O:3][C:4](=[O:17])[CH2:5][N:6]1[C:10](=[O:11])[CH:9]2[CH:12]=[C:13](Br)[S:14][CH:8]2[C:7]1=[O:16])[CH3:2].[CH3:18][O:19][C:20]1[CH:25]=[CH:24][C:23](B(O)O)=[CH:22][CH:21]=1.C(=O)([O-])[O-].[Cs+].[Cs+]. Product: [CH2:1]([O:3][C:4](=[O:17])[CH2:5][N:6]1[C:10](=[O:11])[CH:9]2[CH:12]=[C:13]([C:23]3[CH:24]=[CH:25][C:20]([O:19][CH3:18])=[CH:21][CH:22]=3)[S:14][CH:8]2[C:7]1=[O:16])[CH3:2]. The catalyst class is: 853. (7) Reactant: [Cl:1][C:2]1[C:3]([F:31])=[C:4]([CH:8]2[C:12]([C:15]3[CH:20]=[CH:19][C:18]([Cl:21])=[CH:17][C:16]=3[F:22])([C:13]#[N:14])[CH:11]([CH2:23][C:24]([CH3:27])([CH3:26])[CH3:25])[NH:10][CH:9]2[C:28]([OH:30])=O)[CH:5]=[CH:6][CH:7]=1.CN(C(ON1N=NC2C=CC=NC1=2)=[N+](C)C)C.F[P-](F)(F)(F)(F)F.CCN(C(C)C)C(C)C.Cl.[CH3:66][O:67][C:68](=[O:77])[C:69]1[CH:74]=[CH:73][CH:72]=[C:71]([CH2:75][NH2:76])[CH:70]=1. Product: [CH3:66][O:67][C:68](=[O:77])[C:69]1[CH:74]=[CH:73][CH:72]=[C:71]([CH2:75][NH:76][C:28]([C@H:9]2[C@H:8]([C:4]3[CH:5]=[CH:6][CH:7]=[C:2]([Cl:1])[C:3]=3[F:31])[C@:12]([C:15]3[CH:20]=[CH:19][C:18]([Cl:21])=[CH:17][C:16]=3[F:22])([C:13]#[N:14])[C@H:11]([CH2:23][C:24]([CH3:25])([CH3:27])[CH3:26])[NH:10]2)=[O:30])[CH:70]=1. The catalyst class is: 2. (8) Reactant: C(OC(=O)C)C.Cl.C(OCC)(=O)C.C(OC(=O)[NH:20][CH2:21][CH2:22][N:23]([CH2:31][CH2:32][CH2:33][O:34][C:35]1[CH:36]=[C:37]2[C:42](=[CH:43][CH:44]=1)[N:41]([CH3:45])[C:40](=[O:46])[CH:39]=[CH:38]2)[CH2:24][C:25]1[CH:30]=[CH:29][N:28]=[CH:27][CH:26]=1)(C)(C)C. Product: [NH2:20][CH2:21][CH2:22][N:23]([CH2:31][CH2:32][CH2:33][O:34][C:35]1[CH:36]=[C:37]2[C:42](=[CH:43][CH:44]=1)[N:41]([CH3:45])[C:40](=[O:46])[CH:39]=[CH:38]2)[CH2:24][C:25]1[CH:26]=[CH:27][N:28]=[CH:29][CH:30]=1. The catalyst class is: 5. (9) Reactant: Cl[C:2]1[CH:7]=[C:6]([NH:8][CH:9]2[CH2:14][CH2:13][O:12][CH2:11][CH2:10]2)[N:5]=[C:4]([CH2:15][P:16](=[O:23])([O:20][CH2:21][CH3:22])[O:17][CH2:18][CH3:19])[N:3]=1.[NH:24]1[CH2:28][CH2:27][CH2:26][CH2:25]1.O. Product: [N:24]1([C:2]2[CH:7]=[C:6]([NH:8][CH:9]3[CH2:14][CH2:13][O:12][CH2:11][CH2:10]3)[N:5]=[C:4]([CH2:15][P:16](=[O:23])([O:20][CH2:21][CH3:22])[O:17][CH2:18][CH3:19])[N:3]=2)[CH2:28][CH2:27][CH2:26][CH2:25]1. The catalyst class is: 80. (10) Reactant: [CH:1]1([CH2:4][C:5]([OH:7])=O)[CH2:3][CH2:2]1.CN(C(ON1N=NC2C=CC=NC1=2)=[N+](C)C)C.F[P-](F)(F)(F)(F)F.CCN(C(C)C)C(C)C.[NH:41]([C:43]1[C:48]([CH3:49])=[C:47]([N:50]2[CH2:55][CH2:54][CH:53]([C:56]3[CH:61]=[CH:60][CH:59]=[CH:58][CH:57]=3)[CH2:52][CH2:51]2)[N:46]=[CH:45][N:44]=1)[NH2:42]. Product: [CH:1]1([CH2:4][C:5]([NH:42][NH:41][C:43]2[C:48]([CH3:49])=[C:47]([N:50]3[CH2:55][CH2:54][CH:53]([C:56]4[CH:61]=[CH:60][CH:59]=[CH:58][CH:57]=4)[CH2:52][CH2:51]3)[N:46]=[CH:45][N:44]=2)=[O:7])[CH2:2][CH2:3]1. The catalyst class is: 3.